From a dataset of Drug-target binding data from BindingDB using Ki measurements. Regression. Given a target protein amino acid sequence and a drug SMILES string, predict the binding affinity score between them. We predict pKi (pKi = -log10(Ki in M); higher means stronger inhibition). Dataset: bindingdb_ki. The compound is Nc1ccc(S(=O)(=O)Nc2nnc(S(N)(=O)=O)s2)cc1. The target protein (P53615) has sequence MSATESSSIFTLSHNSNLQDILAANAKWASQMNNIQPTLFPDHNAKGQSPHTLFIGCSDSRYNENCLGVLPGEVFTWKNVANICHSEDLTLKATLEFAIICLKVNKVIICGHTDCGGIKTCLTNQREALPKVNCSHLYKYLDDIDTMYHEESQNLIHLKTQREKSHYLSHCNVKRQFNRIIENPTVQTAVQNGELQVYGLLYNVEDGLLQTVSTYTKVTPK. The pKi is 6.9.